From a dataset of Full USPTO retrosynthesis dataset with 1.9M reactions from patents (1976-2016). Predict the reactants needed to synthesize the given product. (1) The reactants are: [NH2:1][CH:2]1[CH2:7][CH2:6][N:5]([CH2:8][CH2:9][N:10]2[C:19]3[C:14](=[C:15]([F:21])[CH:16]=[C:17]([F:20])[CH:18]=3)[CH:13]=[CH:12][C:11]2=[O:22])[CH2:4][CH2:3]1.[O:23]1[C:32]2[CH:31]=[C:30]([CH:33]=O)[N:29]=[CH:28][C:27]=2[O:26][CH2:25][CH2:24]1.[BH-](OC(C)=O)(OC(C)=O)[O:36][C:37](C)=[O:38].[Na+]. Given the product [CH:37]([OH:38])=[O:36].[CH:37]([OH:38])=[O:36].[O:23]1[C:32]2[CH:31]=[C:30]([CH2:33][NH:1][CH:2]3[CH2:3][CH2:4][N:5]([CH2:8][CH2:9][N:10]4[C:19]5[C:14](=[C:15]([F:21])[CH:16]=[C:17]([F:20])[CH:18]=5)[CH:13]=[CH:12][C:11]4=[O:22])[CH2:6][CH2:7]3)[N:29]=[CH:28][C:27]=2[O:26][CH2:25][CH2:24]1, predict the reactants needed to synthesize it. (2) Given the product [Cl:1][C:2]1[CH:29]=[C:28]([Cl:30])[CH:27]=[CH:26][C:3]=1[C:4]([NH:6][CH2:7][C:8]1([CH2:22][CH:23]2[CH2:24][CH2:25]2)[CH2:13][CH2:12][N:11]([S:14]([C:17]2[N:18]=[N:19][N:20]([CH3:31])[CH:21]=2)(=[O:15])=[O:16])[CH2:10][CH2:9]1)=[O:5], predict the reactants needed to synthesize it. The reactants are: [Cl:1][C:2]1[CH:29]=[C:28]([Cl:30])[CH:27]=[CH:26][C:3]=1[C:4]([NH:6][CH2:7][C:8]1([CH2:22][CH:23]2[CH2:25][CH2:24]2)[CH2:13][CH2:12][N:11]([S:14]([C:17]2[N:18]=[N:19][NH:20][CH:21]=2)(=[O:16])=[O:15])[CH2:10][CH2:9]1)=[O:5].[C:31](=O)([O-])[O-].[K+].[K+].CI. (3) Given the product [Br:1][C:2]1[CH:11]=[C:10]2[C:5]([CH2:6][N:7]3[CH2:16][CH2:15][CH2:14][CH2:13][CH2:12][C:8]3=[N:9]2)=[CH:4][CH:3]=1, predict the reactants needed to synthesize it. The reactants are: [Br:1][C:2]1[CH:11]=[C:10]2[C:5]([C:6](=O)[N:7]3[CH2:16][CH2:15][CH2:14][CH2:13][CH2:12][C:8]3=[N:9]2)=[CH:4][CH:3]=1.Cl.O. (4) Given the product [C:1]12([C:11]3[CH:12]=[C:13]([C:29]4[N:30]=[CH:31][C:32](/[CH:35]=[CH:36]/[C:37]([O:39][CH2:40][CH3:41])=[O:38])=[CH:33][N:34]=4)[CH:14]=[CH:15][C:16]=3[O:17][CH2:18][C:19]3[CH:24]=[CH:23][CH:22]=[CH:21][CH:20]=3)[CH2:10][CH:5]3[CH2:6][CH:7]([CH2:9][CH:3]([CH2:4]3)[CH2:2]1)[CH2:8]2, predict the reactants needed to synthesize it. The reactants are: [C:1]12([C:11]3[CH:12]=[C:13](B(O)O)[CH:14]=[CH:15][C:16]=3[O:17][CH2:18][C:19]3[CH:24]=[CH:23][CH:22]=[CH:21][CH:20]=3)[CH2:10][CH:5]3[CH2:6][CH:7]([CH2:9][CH:3]([CH2:4]3)[CH2:2]1)[CH2:8]2.Cl[C:29]1[N:34]=[CH:33][C:32](/[CH:35]=[CH:36]/[C:37]([O:39][CH2:40][CH3:41])=[O:38])=[CH:31][N:30]=1.C([O-])([O-])=O.[Na+].[Na+]. (5) Given the product [CH3:1][O:2][C:3]1[CH:4]=[C:5]([CH2:6][NH2:7])[CH:15]=[CH:16][C:17]=1[O:18][CH2:19][C:20]1[CH:21]=[N:22][C:23]([O:26][CH3:27])=[CH:24][CH:25]=1, predict the reactants needed to synthesize it. The reactants are: [CH3:1][O:2][C:3]1[CH:4]=[C:5]([CH:15]=[CH:16][C:17]=1[O:18][CH2:19][C:20]1[CH:21]=[N:22][C:23]([O:26][CH3:27])=[CH:24][CH:25]=1)[CH2:6][NH:7]C(=O)OC(C)(C)C.FC(F)(F)C(O)=O.